Dataset: Reaction yield outcomes from USPTO patents with 853,638 reactions. Task: Predict the reaction yield, written as a fraction of the theoretical maximum amount of product (1.0 means a 100% yield; for example, 0.34 means a 34% yield). (1) The reactants are Br[C:2]1[CH:23]=[CH:22][C:5]([C:6]([NH:8][S:9]([C:12]2[CH:17]=[CH:16][CH:15]=[CH:14][C:13]=2[S:18](=[O:21])(=[O:20])[NH2:19])(=[O:11])=[O:10])=[O:7])=[C:4]([F:24])[C:3]=1[O:25][CH3:26].[C:27]([CH:29]1[CH2:33][CH2:32][CH2:31][CH2:30]1)#[CH:28]. No catalyst specified. The product is [CH:29]1([C:27]#[C:28][C:2]2[CH:23]=[CH:22][C:5]([C:6]([NH:8][S:9]([C:12]3[CH:17]=[CH:16][CH:15]=[CH:14][C:13]=3[S:18](=[O:21])(=[O:20])[NH2:19])(=[O:11])=[O:10])=[O:7])=[C:4]([F:24])[C:3]=2[O:25][CH3:26])[CH2:33][CH2:32][CH2:31][CH2:30]1. The yield is 0.0900. (2) The reactants are [Cl:1][C:2]1[CH:7]=[CH:6][C:5]([C:8]2[S:9][C:10]([C:19](=[O:28])[C:20]3[CH:25]=[CH:24][C:23]([O:26][CH3:27])=[CH:22][CH:21]=3)=[CH:11][C:12]=2[CH2:13][C:14]([O:16][CH2:17][CH3:18])=[O:15])=[CH:4][CH:3]=1.[CH:29]([N-]C(C)C)(C)C.[Li+].CI.O. The catalyst is O1CCCC1. The product is [Cl:1][C:2]1[CH:3]=[CH:4][C:5]([C:8]2[S:9][C:10]([C:19](=[O:28])[C:20]3[CH:21]=[CH:22][C:23]([O:26][CH3:27])=[CH:24][CH:25]=3)=[CH:11][C:12]=2[CH:13]([CH3:29])[C:14]([O:16][CH2:17][CH3:18])=[O:15])=[CH:6][CH:7]=1. The yield is 0.550.